This data is from Experimentally validated miRNA-target interactions with 360,000+ pairs, plus equal number of negative samples. The task is: Binary Classification. Given a miRNA mature sequence and a target amino acid sequence, predict their likelihood of interaction. The miRNA is hsa-miR-3670 with sequence AGAGCUCACAGCUGUCCUUCUCUA. The protein sequence of the target gene is METGSEEEKWEKLDAEFDHFVVDMKPFVLKLPHRSERQRCALWIRKLCEPSGTGAGLMGRKNRNLYAKLLLHMLRRGILEGPFTHRPEPGTLKTLPSYMSIYFDEPNQAQPKDSSPEKLPDWVRGELQTGEQRLSDSWQCSSGEDNTLVLAASDAHREQYTGKLRMRSHSVSPTYREDKQHITSKICEVHSKTSPISLDDSDIEVRLNSWNLGIENPRYLRQKPLPVSLMTPKGSLRKASSLHDDHFLSRMHEKELDMKTKMMEAKFSEEKLKLQQKHDAEVQKILERKNNELEELKILY.... Result: 0 (no interaction).